From a dataset of Catalyst prediction with 721,799 reactions and 888 catalyst types from USPTO. Predict which catalyst facilitates the given reaction. (1) Reactant: [C:1]([O:10]C)(=O)[C:2]1[C:3](=[CH:5][CH:6]=[CH:7][CH:8]=1)[OH:4].O.[NH2:13][NH2:14].ClCCl. Product: [OH:4][C:3]1[CH:5]=[CH:6][CH:7]=[CH:8][C:2]=1[C:1]([NH:13][NH2:14])=[O:10]. The catalyst class is: 5. (2) The catalyst class is: 258. Reactant: C(OC(=O)[NH:7][CH:8]([C:10]1[CH:14]=[C:13]([CH3:15])[S:12][N:11]=1)[CH3:9])(C)(C)C.Cl.O1CCOCC1.[Cl:24][C:25]1[CH:30]=[CH:29][C:28]([S:31](Cl)(=[O:33])=[O:32])=[CH:27][CH:26]=1. Product: [Cl:24][C:25]1[CH:30]=[CH:29][C:28]([S:31]([NH:7][CH:8]([C:10]2[CH:14]=[C:13]([CH3:15])[S:12][N:11]=2)[CH3:9])(=[O:33])=[O:32])=[CH:27][CH:26]=1.